Predict the reaction yield, written as a fraction of the theoretical maximum amount of product (1.0 means a 100% yield; for example, 0.34 means a 34% yield). From a dataset of Reaction yield outcomes from USPTO patents with 853,638 reactions. (1) The yield is 0.790. The reactants are [Cl:1][C:2]1[N:7]=[N:6][C:5]([OH:8])=[C:4]([C:9]2[CH:14]=[CH:13]C=CN=2)[C:3]=1[C:15]1[CH:20]=[CH:19][C:18]([Cl:21])=[CH:17][CH:16]=1.C[N:23]([CH:25]=O)C.[C:27]([O-])([O-])=O.[K+].[K+].Cl[CH2:34][C:35]1[C:36]([CH3:45])=[N:37][C:38]([C:41]([F:44])([F:43])[F:42])=[CH:39][CH:40]=1. The product is [Cl:1][C:2]1[C:3]([C:15]2[CH:16]=[CH:17][C:18]([Cl:21])=[CH:19][CH:20]=2)=[C:4]([C:9]2[CH:14]=[CH:13][N:23]=[CH:25][CH:27]=2)[C:5](=[O:8])[N:6]([CH2:34][C:35]2[C:36]([CH3:45])=[N:37][C:38]([C:41]([F:44])([F:43])[F:42])=[CH:39][CH:40]=2)[N:7]=1. The catalyst is CCOC(C)=O. (2) The reactants are C1C=C(Cl)C=C(C(OO)=[O:9])C=1.[CH2:12]([N:16]([C:29]1[CH:34]=[CH:33][CH:32]=[CH:31][CH:30]=1)[S:17]([C:20]1[CH:25]=[CH:24][CH:23]=[CH:22][C:21]=1[N+:26]([O-:28])=[O:27])(=[O:19])=[O:18])[CH2:13][CH:14]=[CH2:15]. The catalyst is C(Cl)(Cl)Cl.O.C([O-])(O)=O.[Na+]. The product is [N+:26]([C:21]1[CH:22]=[CH:23][CH:24]=[CH:25][C:20]=1[S:17]([N:16]([CH2:12][CH2:13][CH:14]1[CH2:15][O:9]1)[C:29]1[CH:34]=[CH:33][CH:32]=[CH:31][CH:30]=1)(=[O:19])=[O:18])([O-:28])=[O:27]. The yield is 0.969. (3) The reactants are C(B1[O:7][C:6]([CH3:9])([CH3:8])[C:5]([CH3:11])(C)[O:4]1)=C.C(=O)([O-])[O-].[Na+].[Na+].[NH2:18][C:19]1[C:20]([CH3:33])=[C:21]([CH3:32])[C:22]2OC(C)(C)[C:24](=O)[C:23]=2[C:30]=1Br. The catalyst is C(OCC)(=O)C.O.COCCOC.C(O)C. The product is [NH2:18][C:19]1[C:20]([CH3:33])=[C:21]([CH3:32])[C:22]2[O:7][C:6]([CH3:8])([CH3:9])[C:5](=[O:4])[C:11]=2[C:30]=1[CH:23]=[CH2:24]. The yield is 0.910.